Dataset: NCI-60 drug combinations with 297,098 pairs across 59 cell lines. Task: Regression. Given two drug SMILES strings and cell line genomic features, predict the synergy score measuring deviation from expected non-interaction effect. (1) Drug 1: C1C(C(OC1N2C=NC(=NC2=O)N)CO)O. Drug 2: N.N.Cl[Pt+2]Cl. Cell line: HOP-62. Synergy scores: CSS=33.5, Synergy_ZIP=2.12, Synergy_Bliss=5.85, Synergy_Loewe=1.38, Synergy_HSA=7.24. (2) Drug 1: CCC1=CC2CC(C3=C(CN(C2)C1)C4=CC=CC=C4N3)(C5=C(C=C6C(=C5)C78CCN9C7C(C=CC9)(C(C(C8N6C)(C(=O)OC)O)OC(=O)C)CC)OC)C(=O)OC.C(C(C(=O)O)O)(C(=O)O)O. Drug 2: CC1=C(N=C(N=C1N)C(CC(=O)N)NCC(C(=O)N)N)C(=O)NC(C(C2=CN=CN2)OC3C(C(C(C(O3)CO)O)O)OC4C(C(C(C(O4)CO)O)OC(=O)N)O)C(=O)NC(C)C(C(C)C(=O)NC(C(C)O)C(=O)NCCC5=NC(=CS5)C6=NC(=CS6)C(=O)NCCC[S+](C)C)O. Cell line: HS 578T. Synergy scores: CSS=38.5, Synergy_ZIP=-6.96, Synergy_Bliss=-4.17, Synergy_Loewe=-5.42, Synergy_HSA=-3.13. (3) Drug 1: C1=NC2=C(N=C(N=C2N1C3C(C(C(O3)CO)O)F)Cl)N. Drug 2: CC1=C(C(=O)C2=C(C1=O)N3CC4C(C3(C2COC(=O)N)OC)N4)N. Cell line: CCRF-CEM. Synergy scores: CSS=69.2, Synergy_ZIP=-0.197, Synergy_Bliss=-0.291, Synergy_Loewe=-4.58, Synergy_HSA=0.0440.